Dataset: Catalyst prediction with 721,799 reactions and 888 catalyst types from USPTO. Task: Predict which catalyst facilitates the given reaction. (1) Reactant: C[O:2][C:3]([C@H:5]1[CH2:10][CH2:9][C@H:8]([CH2:11][N:12]2[C:16]3[CH:17]=[C:18]([O:21][CH2:22][CH3:23])[CH:19]=[CH:20][C:15]=3[N:14]([CH3:24])[C:13]2=[O:25])[CH2:7][CH2:6]1)=[O:4].[Li+].[OH-].Cl. Product: [CH2:22]([O:21][C:18]1[CH:19]=[CH:20][C:15]2[N:14]([CH3:24])[C:13](=[O:25])[N:12]([CH2:11][C@H:8]3[CH2:9][CH2:10][C@H:5]([C:3]([OH:4])=[O:2])[CH2:6][CH2:7]3)[C:16]=2[CH:17]=1)[CH3:23]. The catalyst class is: 20. (2) Reactant: [Br:1][C:2]1[CH:3]=[C:4]([CH:12]([CH2:16][CH:17]2[CH2:21][CH2:20][CH2:19][CH2:18]2)[C:13]([OH:15])=O)[CH:5]=[CH:6][C:7]=1[S:8]([CH3:11])(=[O:10])=[O:9].C(N(CC)CC)C.F[P-](F)(F)(F)(F)F.N1(O[P+](N(C)C)(N(C)C)N(C)C)C2C=CC=CC=2N=N1.[NH2:56][C:57]1[NH:58][C:59]2[CH:65]=[CH:64][CH:63]=[CH:62][C:60]=2[N:61]=1. Product: [NH:58]1[C:59]2[CH:65]=[CH:64][CH:63]=[CH:62][C:60]=2[N:61]=[C:57]1[NH:56][C:13](=[O:15])[CH:12]([C:4]1[CH:5]=[CH:6][C:7]([S:8]([CH3:11])(=[O:9])=[O:10])=[C:2]([Br:1])[CH:3]=1)[CH2:16][CH:17]1[CH2:21][CH2:20][CH2:19][CH2:18]1. The catalyst class is: 2. (3) Reactant: [Cl:1][C:2]1[N:7]=[CH:6][N:5]=[C:4]([NH2:8])[CH:3]=1.[C:9](O[C:9]([O:11][C:12]([CH3:15])([CH3:14])[CH3:13])=[O:10])([O:11][C:12]([CH3:15])([CH3:14])[CH3:13])=[O:10]. Product: [C:12]([O:11][C:9]([N:8]([C:9]([O:11][C:12]([CH3:15])([CH3:14])[CH3:13])=[O:10])[C:4]1[N:5]=[CH:6][N:7]=[C:2]([Cl:1])[CH:3]=1)=[O:10])([CH3:15])([CH3:14])[CH3:13]. The catalyst class is: 616. (4) Reactant: [F:1][C:2]1[CH:7]=[C:6]([F:8])[CH:5]=[CH:4][C:3]=1[C:9]1[N:10]=[C:11]2[C:16]([CH2:17][CH3:18])=[N:15][CH:14]=[CH:13][N:12]2[C:19]=1[C:20]1[CH:25]=[CH:24][N:23]=[C:22](SC)[N:21]=1.O[O:29][S:30]([O-:32])=O.[K+].[CH2:34](Cl)Cl. Product: [F:1][C:2]1[CH:7]=[C:6]([F:8])[CH:5]=[CH:4][C:3]=1[C:9]1[N:10]=[C:11]2[C:16]([CH2:17][CH3:18])=[N:15][CH:14]=[CH:13][N:12]2[C:19]=1[C:20]1[CH:25]=[CH:24][N:23]=[C:22]([S:30]([CH3:34])(=[O:32])=[O:29])[N:21]=1. The catalyst class is: 24. (5) Reactant: Cl.[Br:2][C:3]1[CH:4]=[C:5]2[C:10](=[CH:11][CH:12]=1)[CH2:9][NH:8][CH2:7][CH2:6]2.C(N(CC)CC)C.[C:20]([O:23][CH2:24][C:25](Cl)=[O:26])(=[O:22])[CH3:21]. Product: [C:20]([O:23][CH2:24][C:25]([N:8]1[CH2:7][CH2:6][C:5]2[C:10](=[CH:11][CH:12]=[C:3]([Br:2])[CH:4]=2)[CH2:9]1)=[O:26])(=[O:22])[CH3:21]. The catalyst class is: 2. (6) Reactant: [OH:1][CH2:2][CH2:3][CH2:4][CH2:5][CH2:6][CH2:7][NH:8][C:9]1[CH:10]=[CH:11][C:12]2[N:13]([CH:15]=[N:16][N:17]=2)[N:14]=1.C(N(C(C)C)C(C)C)C.[CH3:27][S:28](Cl)(=[O:30])=[O:29]. The catalyst class is: 334. Product: [CH3:27][S:28]([O:1][CH2:2][CH2:3][CH2:4][CH2:5][CH2:6][CH2:7][NH:8][C:9]1[CH:10]=[CH:11][C:12]2[N:13]([CH:15]=[N:16][N:17]=2)[N:14]=1)(=[O:30])=[O:29]. (7) The catalyst class is: 2. Reactant: C(OC(=O)[NH:7][CH:8]([C:30]1[CH:35]=[CH:34][CH:33]=[CH:32][CH:31]=1)[CH2:9][CH2:10][N:11]1[CH2:29][CH2:28][C:14]2([C:18](=[O:19])[N:17]([CH2:20][C:21]3[CH:26]=[CH:25][C:24]([Br:27])=[CH:23][CH:22]=3)[CH2:16][CH2:15]2)[CH2:13][CH2:12]1)(C)(C)C.C(O)(C(F)(F)F)=O.[OH-].[Na+]. Product: [NH2:7][CH:8]([C:30]1[CH:35]=[CH:34][CH:33]=[CH:32][CH:31]=1)[CH2:9][CH2:10][N:11]1[CH2:29][CH2:28][C:14]2([C:18](=[O:19])[N:17]([CH2:20][C:21]3[CH:26]=[CH:25][C:24]([Br:27])=[CH:23][CH:22]=3)[CH2:16][CH2:15]2)[CH2:13][CH2:12]1. (8) Reactant: [CH3:1][O:2][C:3]1[C:4]2[N:11]=[C:10]([NH2:12])[S:9][C:5]=2[N:6]=[CH:7][N:8]=1.[H-].[Na+].C(N(CC)C(C)C)(C)C.[C:24]([O:28][C:29]([N:31]1[CH2:36][CH2:35][N:34]([C:37](Cl)=[O:38])[CH2:33][CH2:32]1)=[O:30])([CH3:27])([CH3:26])[CH3:25]. Product: [C:24]([O:28][C:29]([N:31]1[CH2:32][CH2:33][N:34]([C:37](=[O:38])[NH:12][C:10]2[S:9][C:5]3[N:6]=[CH:7][N:8]=[C:3]([O:2][CH3:1])[C:4]=3[N:11]=2)[CH2:35][CH2:36]1)=[O:30])([CH3:27])([CH3:25])[CH3:26]. The catalyst class is: 7. (9) Reactant: [C:1]1([C@H:7]([NH2:9])[CH3:8])[CH:6]=[CH:5][CH:4]=[CH:3][CH:2]=1.C[Al](C)C.[F:14][C:15]1([F:22])[CH2:21][CH2:20][CH2:19][CH:18]2[CH:16]1[O:17]2.[F-].[Na+]. Product: [F:14][C:15]1([F:22])[CH2:21][CH2:20][CH2:19][C@@H:18]([NH:9][C@@H:7]([C:1]2[CH:6]=[CH:5][CH:4]=[CH:3][CH:2]=2)[CH3:8])[C@@H:16]1[OH:17]. The catalyst class is: 4. (10) Reactant: [CH2:1]([OH:4])[CH2:2][OH:3].[CH3:5][O:6][C:7]1[CH:28]=[CH:27][C:10]([C:11](Cl)([C:20]2[CH:25]=[CH:24][CH:23]=[CH:22][CH:21]=2)[C:12]2[CH:17]=[CH:16][C:15]([O:18][CH3:19])=[CH:14][CH:13]=2)=[CH:9][CH:8]=1. Product: [CH3:19][O:18][C:15]1[CH:14]=[CH:13][C:12]([C:11]([CH:1]([OH:4])[CH2:2][OH:3])([C:20]2[CH:21]=[CH:22][CH:23]=[CH:24][CH:25]=2)[C:10]2[CH:27]=[CH:28][C:7]([O:6][CH3:5])=[CH:8][CH:9]=2)=[CH:17][CH:16]=1. The catalyst class is: 4.